Task: Predict the product of the given reaction.. Dataset: Forward reaction prediction with 1.9M reactions from USPTO patents (1976-2016) (1) Given the reactants [C:1](Cl)(C(Cl)=O)=[O:2].[Cl:7][C:8]1[CH:9]=[C:10]([C:18]2[O:22][N:21]=[C:20]([C:23]3[CH:31]=[C:30]4[C:26]([CH:27]=[CH:28][NH:29]4)=[CH:25][CH:24]=3)[N:19]=2)[CH:11]=[N:12][C:13]=1[O:14][CH:15]([CH3:17])[CH3:16].Cl.[OH-].[Na+], predict the reaction product. The product is: [Cl:7][C:8]1[CH:9]=[C:10]([C:18]2[O:22][N:21]=[C:20]([C:23]3[CH:31]=[C:30]4[C:26]([C:27]([CH:1]=[O:2])=[CH:28][NH:29]4)=[CH:25][CH:24]=3)[N:19]=2)[CH:11]=[N:12][C:13]=1[O:14][CH:15]([CH3:17])[CH3:16]. (2) Given the reactants [NH2:1][CH:2]([CH2:21][C:22]1[CH:27]=[CH:26][C:25]([O:28][C:29]([CH3:32])([CH3:31])[CH3:30])=[CH:24][CH:23]=1)[C:3]([N:5]([CH2:14][C:15]1[CH:20]=[CH:19][CH:18]=[CH:17][CH:16]=1)[CH2:6][CH:7]([O:11][CH2:12][CH3:13])[O:8][CH2:9][CH3:10])=[O:4].[CH2:33]([NH:40][C:41](=[O:51])[NH:42][C@H:43]([CH2:48][CH:49]=[CH2:50])[CH2:44][C:45](O)=[O:46])[C:34]1[CH:39]=[CH:38][CH:37]=[CH:36][CH:35]=1.CCN=C=NCCCN(C)C.C1C=CC2N(O)N=NC=2C=1.CCN(C(C)C)C(C)C, predict the reaction product. The product is: [CH2:14]([N:5]([CH2:6][CH:7]([O:11][CH2:12][CH3:13])[O:8][CH2:9][CH3:10])[C:3]([CH:2]([NH:1][C:45](=[O:46])[CH2:44][CH:43]([NH:42][C:41]([NH:40][CH2:33][C:34]1[CH:39]=[CH:38][CH:37]=[CH:36][CH:35]=1)=[O:51])[CH2:48][CH:49]=[CH2:50])[CH2:21][C:22]1[CH:23]=[CH:24][C:25]([O:28][C:29]([CH3:30])([CH3:32])[CH3:31])=[CH:26][CH:27]=1)=[O:4])[C:15]1[CH:16]=[CH:17][CH:18]=[CH:19][CH:20]=1. (3) Given the reactants CCN(CC)CC.[C:8]([O:11][C:12](=[O:14])[CH3:13])(=O)[CH3:9].[CH3:15][O:16][C:17]1[CH:18]=[C:19]2[C@H]3[C@H:27]([O:28][C:29]4[C:30]5[CH:41]=[CH:40][C:39]([CH3:43])([CH3:42])[O:38][C:31]=5[CH:32]=[CH:33][C:34]=4[C@H]3O)[CH2:26][O:25][C:20]2=[CH:21][C:22]=1[O:23][CH3:24].[NH4+].[Cl-], predict the reaction product. The product is: [C:12]([O:11][C@@H:8]1[C:34]2[CH:33]=[CH:32][C:31]3[O:38][C:39]([CH3:43])([CH3:42])[CH:40]=[CH:41][C:30]=3[C:29]=2[O:28][C@@H:27]2[CH2:26][O:25][C:20]3[C:19]([C@@H:9]12)=[CH:18][C:17]([O:16][CH3:15])=[C:22]([O:23][CH3:24])[CH:21]=3)(=[O:14])[CH3:13].